The task is: Predict which catalyst facilitates the given reaction.. This data is from Catalyst prediction with 721,799 reactions and 888 catalyst types from USPTO. (1) Reactant: [F:1][CH2:2][CH:3]([OH:6])[CH2:4][F:5].[H-].[Na+].[C:9]([C:11]1[CH:12]=[C:13]([C:18]2[O:22][N:21]=[C:20]([C:23]3[CH:40]=[CH:39][C:26]4[CH2:27][CH2:28][N:29]([C:32]([O:34][C:35]([CH3:38])([CH3:37])[CH3:36])=[O:33])[CH2:30][CH2:31][C:25]=4[CH:24]=3)[N:19]=2)[CH:14]=[CH:15][C:16]=1F)#[N:10]. Product: [C:9]([C:11]1[CH:12]=[C:13]([C:18]2[O:22][N:21]=[C:20]([C:23]3[CH:40]=[CH:39][C:26]4[CH2:27][CH2:28][N:29]([C:32]([O:34][C:35]([CH3:36])([CH3:37])[CH3:38])=[O:33])[CH2:30][CH2:31][C:25]=4[CH:24]=3)[N:19]=2)[CH:14]=[CH:15][C:16]=1[O:6][CH:3]([CH2:4][F:5])[CH2:2][F:1])#[N:10]. The catalyst class is: 3. (2) Reactant: [Br:1][CH:2]([CH3:15])[C:3]([C:5]1[CH:14]=[CH:13][C:12]2[C:7](=[CH:8][CH:9]=[CH:10][CH:11]=2)[CH:6]=1)=O.[NH:16]1[CH2:20][CH2:19][NH:18][C:17]1=[S:21].CCO. Product: [BrH:1].[CH3:15][C:2]1[S:21][C:17]2=[N:16][CH2:20][CH2:19][N:18]2[C:3]=1[C:5]1[CH:14]=[CH:13][C:12]2[C:7](=[CH:8][CH:9]=[CH:10][CH:11]=2)[CH:6]=1. The catalyst class is: 52. (3) Reactant: CCC([O:5][C@@:6]1([C:30]([CH2:32][Cl:33])=[O:31])[C@@:10]2([CH3:28])[CH2:11][C@H:12]([OH:27])[C@:13]3([F:26])[C@:23]4([CH3:24])[C:17](=[CH:18][C:19]([CH:21]=[CH:22]4)=[O:20])[C@@H:16]([F:25])[CH2:15][C@H:14]3[C@@H:9]2[CH2:8][C@@H:7]1[CH3:29])=O. Product: [CH3:29][C@@H:7]1[C@:6]([OH:5])([C:30]([CH2:32][Cl:33])=[O:31])[C@:10]2([CH3:28])[C@H:9]([C@H:14]3[C@:13]([F:26])([C@@H:12]([OH:27])[CH2:11]2)[C@:23]2([CH3:24])[C:17](=[CH:18][C:19]([CH:21]=[CH:22]2)=[O:20])[C@@H:16]([F:25])[CH2:15]3)[CH2:8]1. The catalyst class is: 2. (4) Reactant: [Cl:1][C:2]1[CH:7]=[C:6](I)[CH:5]=[C:4]([C:9]([F:12])([F:11])[F:10])[N:3]=1.C([Mg]Cl)(C)C.C(OCC)C.[O:23]1[CH2:26][C:25](=[O:27])[CH2:24]1. Product: [Cl:1][C:2]1[CH:7]=[C:6]([C:25]2([OH:27])[CH2:26][O:23][CH2:24]2)[CH:5]=[C:4]([C:9]([F:12])([F:11])[F:10])[N:3]=1. The catalyst class is: 7. (5) Reactant: [Cl:1][C:2]1[C:3]([O:13][CH3:14])=[C:4]([C:8]2([C:11]#N)[CH2:10][CH2:9]2)[CH:5]=[CH:6][CH:7]=1.CC(C[AlH]CC(C)C)C.C(O)(=O)C(C(C(O)=O)O)[OH:26].C(OC)(C)(C)C. Product: [Cl:1][C:2]1[C:3]([O:13][CH3:14])=[C:4]([C:8]2([CH:11]=[O:26])[CH2:10][CH2:9]2)[CH:5]=[CH:6][CH:7]=1. The catalyst class is: 11. (6) The catalyst class is: 28. Product: [Cl:1][C:2]1[CH:3]=[C:4]([CH2:9][CH2:10][C:11](=[O:12])[CH3:17])[CH:5]=[CH:6][C:7]=1[Cl:8]. Reactant: [Cl:1][C:2]1[CH:3]=[C:4]([CH2:9][CH2:10][C:11](N(OC)C)=[O:12])[CH:5]=[CH:6][C:7]=1[Cl:8].[CH3:17][Mg]Br. (7) Reactant: OCCCCO[C:7]1[CH:8]=[C:9]([C:13]([CH2:29][CH3:30])=[C:14]([C:22]2[CH:27]=[CH:26][C:25]([OH:28])=[CH:24][CH:23]=2)[C:15]2[CH:20]=[CH:19][C:18]([OH:21])=[CH:17][CH:16]=2)[CH:10]=[CH:11][CH:12]=1.[C:31]([Cu])#[N:32]. Product: [CH2:29]([C:13]([C:9]1[CH:8]=[C:7]([CH:12]=[CH:11][CH:10]=1)[C:31]#[N:32])=[C:14]([C:22]1[CH:27]=[CH:26][C:25]([OH:28])=[CH:24][CH:23]=1)[C:15]1[CH:20]=[CH:19][C:18]([OH:21])=[CH:17][CH:16]=1)[CH3:30]. The catalyst class is: 37.